This data is from Retrosynthesis with 50K atom-mapped reactions and 10 reaction types from USPTO. The task is: Predict the reactants needed to synthesize the given product. Given the product CN1CCN(Cc2cc(Br)cs2)CC1, predict the reactants needed to synthesize it. The reactants are: CN1CCNCC1.O=Cc1cc(Br)cs1.